Dataset: Full USPTO retrosynthesis dataset with 1.9M reactions from patents (1976-2016). Task: Predict the reactants needed to synthesize the given product. (1) Given the product [C:1]([C:5]1[N:6]=[C:7]([N:16]2[CH2:20][CH2:19][C:18]([F:21])([F:22])[CH2:17]2)[C:8]2[N:13]=[N:12][N:11]([CH2:14][CH2:15][C:46]3[CH:51]=[CH:50][CH:49]=[CH:48][CH:47]=3)[C:9]=2[N:10]=1)([CH3:2])([CH3:3])[CH3:4], predict the reactants needed to synthesize it. The reactants are: [C:1]([C:5]1[N:6]=[C:7]([N:16]2[CH2:20][CH2:19][C:18]([F:22])([F:21])[CH2:17]2)[C:8]2[N:13]=[N:12][N:11]([CH2:14][CH3:15])[C:9]=2[N:10]=1)([CH3:4])([CH3:3])[CH3:2].C(C1N=C(N2CCC(F)(F)C2)C2N=NNC=2N=1)(C)(C)C.BrCC[C:46]1[CH:51]=[CH:50][CH:49]=[CH:48][CH:47]=1. (2) The reactants are: C([N:8]1[CH2:13][CH2:12][C@@H:11]([CH3:14])[C@@H:10]([N:15]([CH3:25])[C:16]2[C:17]3[CH:24]=[CH:23][NH:22][C:18]=3[N:19]=[CH:20][N:21]=2)[CH2:9]1)C1C=CC=CC=1.Cl. Given the product [CH3:25][N:15]([C@@H:10]1[C@H:11]([CH3:14])[CH2:12][CH2:13][NH:8][CH2:9]1)[C:16]1[C:17]2[CH:24]=[CH:23][NH:22][C:18]=2[N:19]=[CH:20][N:21]=1, predict the reactants needed to synthesize it. (3) Given the product [CH:11]1([CH:17]=[C:5]([C:4]([CH:1]2[CH2:3][CH2:2]2)=[O:10])[C:6]([O:8][CH3:9])=[O:7])[CH2:16][CH2:15][CH2:14][CH2:13][CH2:12]1, predict the reactants needed to synthesize it. The reactants are: [CH:1]1([C:4](=[O:10])[CH2:5][C:6]([O:8][CH3:9])=[O:7])[CH2:3][CH2:2]1.[CH:11]1([CH:17]=O)[CH2:16][CH2:15][CH2:14][CH2:13][CH2:12]1.N1CCCCC1. (4) Given the product [CH:27]1([CH:32]([N:1]2[CH:5]=[C:4]([C:6]3[N:11]4[CH:12]=[CH:13][N:14]=[C:10]4[CH:9]=[C:8]([C:15]4[CH:20]=[CH:19][C:18]([N:21]5[CH2:26][CH2:25][O:24][CH2:23][CH2:22]5)=[CH:17][CH:16]=4)[N:7]=3)[CH:3]=[N:2]2)[CH2:33][C:34]#[N:35])[CH2:31][CH2:30][CH2:29][CH2:28]1, predict the reactants needed to synthesize it. The reactants are: [NH:1]1[CH:5]=[C:4]([C:6]2[N:11]3[CH:12]=[CH:13][N:14]=[C:10]3[CH:9]=[C:8]([C:15]3[CH:20]=[CH:19][C:18]([N:21]4[CH2:26][CH2:25][O:24][CH2:23][CH2:22]4)=[CH:17][CH:16]=3)[N:7]=2)[CH:3]=[N:2]1.[CH:27]1([CH:32]=[CH:33][C:34]#[N:35])[CH2:31][CH2:30][CH2:29][CH2:28]1.N1CCCN2CCCCCC=12. (5) Given the product [C:1]([C:5]1[N:6]=[C:7]2[CH:12]=[C:11]([C:13](=[S:37])[N:15]([CH2:18][CH3:19])[CH2:16][CH3:17])[CH:10]=[CH:9][N:8]2[C:20]=1[CH2:21][CH:22]1[CH2:27][CH2:26][O:25][CH2:24][CH2:23]1)([CH3:4])([CH3:3])[CH3:2], predict the reactants needed to synthesize it. The reactants are: [C:1]([C:5]1[N:6]=[C:7]2[CH:12]=[C:11]([C:13]([N:15]([CH2:18][CH3:19])[CH2:16][CH3:17])=O)[CH:10]=[CH:9][N:8]2[C:20]=1[CH2:21][CH:22]1[CH2:27][CH2:26][O:25][CH2:24][CH2:23]1)([CH3:4])([CH3:3])[CH3:2].COC1C=CC(P2(SP(C3C=CC(OC)=CC=3)(=S)S2)=[S:37])=CC=1. (6) Given the product [F:1][C:2]1[CH:21]=[CH:20][CH:19]=[CH:18][C:3]=1[CH2:4][N:5]1[C:9]([C:10]2[S:11][CH:12]=[CH:13][N:14]=2)=[N:8][C:7]([C:15]#[N:17])=[N:6]1, predict the reactants needed to synthesize it. The reactants are: [F:1][C:2]1[CH:21]=[CH:20][CH:19]=[CH:18][C:3]=1[CH2:4][N:5]1[C:9]([C:10]2[S:11][CH:12]=[CH:13][N:14]=2)=[N:8][C:7]([C:15]([NH2:17])=O)=[N:6]1.FC(F)(F)C(OC(=O)C(F)(F)F)=O.C([O-])(O)=O.[Na+]. (7) Given the product [CH2:11]([N:18]1[CH2:22][CH2:21][C:20](=[O:23])[CH2:19]1)[C:12]1[CH:13]=[CH:14][CH:15]=[CH:16][CH:17]=1, predict the reactants needed to synthesize it. The reactants are: CS(C)=O.C(Cl)(=O)C(Cl)=O.[CH2:11]([N:18]1[CH2:22][CH2:21][CH:20]([OH:23])[CH2:19]1)[C:12]1[CH:17]=[CH:16][CH:15]=[CH:14][CH:13]=1.C(N(CC)CC)C.